From a dataset of Peptide-MHC class I binding affinity with 185,985 pairs from IEDB/IMGT. Regression. Given a peptide amino acid sequence and an MHC pseudo amino acid sequence, predict their binding affinity value. This is MHC class I binding data. (1) The binding affinity (normalized) is 0. The MHC is HLA-A23:01 with pseudo-sequence HLA-A23:01. The peptide sequence is QVPLRPMTFK. (2) The peptide sequence is SVKEKDMTK. The MHC is HLA-B46:01 with pseudo-sequence HLA-B46:01. The binding affinity (normalized) is 0.0847. (3) The peptide sequence is VKIEPLGV. The MHC is H-2-Kb with pseudo-sequence H-2-Kb. The binding affinity (normalized) is 0.316. (4) The MHC is HLA-B57:01 with pseudo-sequence HLA-B57:01. The peptide sequence is LSDAIFDDL. The binding affinity (normalized) is 0.0847.